This data is from Reaction yield outcomes from USPTO patents with 853,638 reactions. The task is: Predict the reaction yield, written as a fraction of the theoretical maximum amount of product (1.0 means a 100% yield; for example, 0.34 means a 34% yield). (1) The reactants are [NH2:1][C:2]1[C:3]([O:13][CH3:14])=[CH:4][C:5]([Cl:12])=[C:6]([CH:11]=1)[C:7]([O:9][CH3:10])=[O:8].CCN(CC)CC.[C:22](Cl)(=[O:24])[CH3:23]. The catalyst is C(Cl)Cl. The product is [C:22]([NH:1][C:2]1[C:3]([O:13][CH3:14])=[CH:4][C:5]([Cl:12])=[C:6]([CH:11]=1)[C:7]([O:9][CH3:10])=[O:8])(=[O:24])[CH3:23]. The yield is 0.630. (2) The reactants are C1(P(C2CCCCC2)C2CCCCC2)CCCCC1.Br[C:21]1[CH:29]=[C:28]([CH3:30])[CH:27]=[C:26]2[C:22]=1[CH:23]=[CH:24][NH:25]2.C([O-])(=O)C.[K+].B1(B2OC(C)(C)C(C)(C)O2)OC(C)(C)C(C)(C)O1.Cl[C:55]1[N:60]=[C:59]([N:61]2[CH2:66][CH2:65][O:64][CH2:63][C@H:62]2[CH3:67])[CH:58]=[C:57]([C:68]2([S:74]([CH3:77])(=[O:76])=[O:75])[CH2:73][CH2:72][O:71][CH2:70][CH2:69]2)[N:56]=1.C(=O)([O-])[O-].[Na+].[Na+]. The catalyst is O1CCOCC1.C1C=CC(/C=C/C(/C=C/C2C=CC=CC=2)=O)=CC=1.C1C=CC(/C=C/C(/C=C/C2C=CC=CC=2)=O)=CC=1.C1C=CC(/C=C/C(/C=C/C2C=CC=CC=2)=O)=CC=1.[Pd].[Pd].C1C=CC([P]([Pd]([P](C2C=CC=CC=2)(C2C=CC=CC=2)C2C=CC=CC=2)([P](C2C=CC=CC=2)(C2C=CC=CC=2)C2C=CC=CC=2)[P](C2C=CC=CC=2)(C2C=CC=CC=2)C2C=CC=CC=2)(C2C=CC=CC=2)C2C=CC=CC=2)=CC=1. The product is [CH3:30][C:28]1[CH:27]=[C:26]2[C:22]([CH:23]=[CH:24][NH:25]2)=[C:21]([C:55]2[N:60]=[C:59]([N:61]3[CH2:66][CH2:65][O:64][CH2:63][C@H:62]3[CH3:67])[CH:58]=[C:57]([C:68]3([S:74]([CH3:77])(=[O:75])=[O:76])[CH2:69][CH2:70][O:71][CH2:72][CH2:73]3)[N:56]=2)[CH:29]=1. The yield is 0.260. (3) The reactants are Cl.[CH3:2][C:3]([CH3:8])([CH3:7])[C:4]([NH2:6])=O.Br[CH2:10][C:11]([C:13]1[CH:18]=[CH:17][C:16]([CH3:19])=[CH:15][CH:14]=1)=O.C([O-])([O-])=O.[K+].[K+].C[N:27](C=O)C. No catalyst specified. The product is [C:3]([C:4]1[NH:27][C:11]([C:13]2[CH:18]=[CH:17][C:16]([CH3:19])=[CH:15][CH:14]=2)=[CH:10][N:6]=1)([CH3:8])([CH3:7])[CH3:2]. The yield is 0.490. (4) The reactants are F[C:2]1[CH:15]=[CH:14][C:13]([F:16])=[CH:12][C:3]=1[C:4]([C:6]1[CH:11]=[CH:10][CH:9]=[CH:8][CH:7]=1)=O.[NH2:17][NH2:18]. The catalyst is N1C=CC=CC=1. The product is [F:16][C:13]1[CH:12]=[C:3]2[C:2](=[CH:15][CH:14]=1)[NH:18][N:17]=[C:4]2[C:6]1[CH:11]=[CH:10][CH:9]=[CH:8][CH:7]=1. The yield is 0.400. (5) The reactants are C(N(S(F)(F)[F:7])CC)C.[Br:10][C:11]1[N:12]=[C:13]([C:16]2(O)[CH2:21][CH2:20][N:19]([C:22]([O:24][C:25]([CH3:28])([CH3:27])[CH3:26])=[O:23])[CH2:18][CH2:17]2)[S:14][CH:15]=1. The catalyst is ClCCl. The product is [Br:10][C:11]1[N:12]=[C:13]([C:16]2([F:7])[CH2:21][CH2:20][N:19]([C:22]([O:24][C:25]([CH3:28])([CH3:27])[CH3:26])=[O:23])[CH2:18][CH2:17]2)[S:14][CH:15]=1. The yield is 0.780. (6) The reactants are C(N([CH2:6][CH3:7])CC)C.[C:8](Cl)(=[O:15])[C:9]1[CH:14]=[CH:13][CH:12]=[CH:11][CH:10]=1.[C:17]([O:25][CH2:26][C@@H:27]1[O:31][CH:30](C2C=CC=CC=2C([O-])=O)[C@@:29]([C:42]#[CH:43])([OH:41])[C@@H:28]1C1C=CC=CC=1C([O-])=O)(=[O:24])[C:18]1[CH:23]=[CH:22][CH:21]=[CH:20][CH:19]=1.[CH3:53][CH2:54][CH2:55][CH2:56][CH2:57][CH3:58].[C:59]([O:62]CC)(=[O:61])[CH3:60]. The catalyst is CN(C1C=CN=CC=1)C.C(Cl)Cl. The product is [C:17]([O:25][CH:30]1[C@@:29]([O:41][C:8](=[O:15])[C:9]2[CH:14]=[CH:13][CH:12]=[CH:11][CH:10]=2)([C:42]#[CH:43])[C@H:28]([O:62][C:59](=[O:61])[C:60]2[CH:7]=[CH:6][CH:23]=[CH:18][CH:19]=2)[C@@H:27]([CH2:26][O:25][C:17](=[O:24])[C:18]2[CH:19]=[CH:20][CH:21]=[CH:22][CH:23]=2)[O:31]1)(=[O:24])[C:55]1[CH:54]=[CH:53][CH:58]=[CH:57][CH:56]=1. The yield is 0.405. (7) The yield is 0.240. The reactants are [NH:1]([C:3]1[CH:8]=[C:7]([C:9]([OH:11])=[O:10])[CH:6]=[CH:5][N:4]=1)[NH2:2].[CH:12]1([C:15](=O)[CH2:16][C:17](OCC)=[O:18])[CH2:14][CH2:13]1. No catalyst specified. The product is [CH:12]1([C:15]2[CH:16]=[C:17]([OH:18])[N:1]([C:3]3[CH:8]=[C:7]([CH:6]=[CH:5][N:4]=3)[C:9]([OH:11])=[O:10])[N:2]=2)[CH2:14][CH2:13]1. (8) The reactants are [Cl:1][C:2]1[CH:7]=[CH:6][C:5]([NH:8][C:9](=[O:11])[CH3:10])=[C:4]([F:12])[C:3]=1[CH2:13][OH:14].[CH3:15][S:16](Cl)(=[O:18])=[O:17]. The catalyst is C(Cl)Cl. The product is [CH3:15][S:16]([O:14][CH2:13][C:3]1[C:2]([Cl:1])=[CH:7][CH:6]=[C:5]([NH:8][C:9](=[O:11])[CH3:10])[C:4]=1[F:12])(=[O:18])=[O:17]. The yield is 0.740. (9) The reactants are C[O:2][C:3](=O)[C:4]1[CH:9]=[CH:8][C:7]([CH2:10][O:11][CH2:12][CH2:13][O:14][Si:15]([C:18]([CH3:21])([CH3:20])[CH3:19])([CH3:17])[CH3:16])=[CH:6][CH:5]=1.[H-].[H-].[H-].[H-].[Li+].[Al+3]. The catalyst is C1COCC1.O. The product is [Si:15]([O:14][CH2:13][CH2:12][O:11][CH2:10][C:7]1[CH:8]=[CH:9][C:4]([CH2:3][OH:2])=[CH:5][CH:6]=1)([C:18]([CH3:21])([CH3:20])[CH3:19])([CH3:17])[CH3:16]. The yield is 0.910. (10) The reactants are [C:1]([C:4]1[CH:12]=[CH:11][C:7]([C:8]([OH:10])=O)=[CH:6][CH:5]=1)(=[O:3])[CH3:2].CCN(CC)CC.CN([P+](ON1N=NC2C=CC=CC1=2)(N(C)C)N(C)C)C.F[P-](F)(F)(F)(F)F.[NH2:47][C:48]1[CH:53]=[CH:52][CH:51]=[CH:50][C:49]=1[NH:54][C:55](=[O:61])[O:56][C:57]([CH3:60])([CH3:59])[CH3:58].[NH4+].[Cl-]. The catalyst is CN(C=O)C.CCOC(C)=O. The product is [C:1]([C:4]1[CH:5]=[CH:6][C:7]([C:8]([NH:47][C:48]2[CH:53]=[CH:52][CH:51]=[CH:50][C:49]=2[NH:54][C:55](=[O:61])[O:56][C:57]([CH3:59])([CH3:58])[CH3:60])=[O:10])=[CH:11][CH:12]=1)(=[O:3])[CH3:2]. The yield is 0.590.